Dataset: Reaction yield outcomes from USPTO patents with 853,638 reactions. Task: Predict the reaction yield, written as a fraction of the theoretical maximum amount of product (1.0 means a 100% yield; for example, 0.34 means a 34% yield). (1) The reactants are [Br:1][C:2]1[CH:7]=[CH:6][C:5]([N+:8]([O-:10])=[O:9])=[CH:4][C:3]=1[N:11](CC(C)=C)[C:12](=[O:15])[O:13][CH3:14].[H-].[Na+].BrCC(C)=C.CCOC(C)=O. The catalyst is CN(C=O)C. The product is [Br:1][C:2]1[CH:7]=[CH:6][C:5]([N+:8]([O-:10])=[O:9])=[CH:4][C:3]=1[NH:11][C:12](=[O:15])[O:13][CH3:14]. The yield is 0.830. (2) The reactants are [CH3:1][O:2][C:3]1[CH:4]=[C:5]2[C:10](=[CH:11][C:12]=1[O:13][CH3:14])[N:9]=[CH:8][CH:7]=[C:6]2[O:15][C:16]1[CH:22]=[CH:21][C:19]([NH2:20])=[C:18]([F:23])[CH:17]=1.C(N(CC)C(C)C)(C)C.ClC(Cl)(O[C:37](=[O:43])OC(Cl)(Cl)Cl)Cl.[NH:45]1[C:49]([NH2:50])=[CH:48][CH:47]=[N:46]1.C(=O)([O-])O.[Na+]. The catalyst is ClC1C=CC=CC=1. The product is [CH3:1][O:2][C:3]1[CH:4]=[C:5]2[C:10](=[CH:11][C:12]=1[O:13][CH3:14])[N:9]=[CH:8][CH:7]=[C:6]2[O:15][C:16]1[CH:22]=[CH:21][C:19]([NH:20][C:37]([NH:50][C:49]2[NH:45][N:46]=[CH:47][CH:48]=2)=[O:43])=[C:18]([F:23])[CH:17]=1. The yield is 0.110.